Dataset: Reaction yield outcomes from USPTO patents with 853,638 reactions. Task: Predict the reaction yield, written as a fraction of the theoretical maximum amount of product (1.0 means a 100% yield; for example, 0.34 means a 34% yield). (1) The reactants are [C:1]1([C:21]2[CH:26]=[CH:25][CH:24]=[CH:23][CH:22]=2)[CH:6]=[CH:5][C:4]([C:7]([N:9]2[CH2:13][C:12](=[N:14][O:15][CH3:16])[CH2:11][C@H:10]2[C:17](=[N:19][OH:20])[NH2:18])=[O:8])=[CH:3][CH:2]=1.[C:27]([O:31][C@H:32]([CH3:45])[C@H:33]([NH:37][C:38]([O:40][C:41]([CH3:44])([CH3:43])[CH3:42])=[O:39])[C:34](O)=O)([CH3:30])([CH3:29])[CH3:28]. No catalyst specified. The product is [C:27]([O:31][C@H:32]([CH3:45])[C@@H:33]([C:34]1[O:20][N:19]=[C:17]([C@@H:10]2[CH2:11][C:12](=[N:14][O:15][CH3:16])[CH2:13][N:9]2[C:7]([C:4]2[CH:3]=[CH:2][C:1]([C:21]3[CH:26]=[CH:25][CH:24]=[CH:23][CH:22]=3)=[CH:6][CH:5]=2)=[O:8])[N:18]=1)[NH:37][C:38]([O:40][C:41]([CH3:44])([CH3:43])[CH3:42])=[O:39])([CH3:30])([CH3:29])[CH3:28]. The yield is 0.480. (2) The reactants are [O:1]=[CH:2][C:3]1[CH:11]=[CH:10][C:7]([O:8][CH3:9])=[C:5]([OH:6])[CH:4]=1.[CH3:12][C:13]1C=C[C:16](S(OCCCC#C)(=O)=O)=[CH:15][CH:14]=1. No catalyst specified. The product is [CH3:9][O:8][C:7]1[CH:10]=[CH:11][C:3]([CH:2]=[O:1])=[CH:4][C:5]=1[O:6][CH2:16][CH2:15][CH2:14][C:13]#[CH:12]. The yield is 0.830.